From a dataset of Catalyst prediction with 721,799 reactions and 888 catalyst types from USPTO. Predict which catalyst facilitates the given reaction. (1) Reactant: [NH2:1][C:2]1[C:3]([C:9]([NH:11][C:12]2[CH:34]=[CH:33][CH:32]=[CH:31][C:13]=2[O:14][CH2:15][CH2:16][O:17][CH2:18][CH2:19][N:20]([CH2:28][CH2:29][OH:30])[C:21](=[O:27])[O:22][C:23]([CH3:26])([CH3:25])[CH3:24])=[O:10])=[N:4][C:5](Br)=[CH:6][N:7]=1.C[C:36]1[CH:41]=[C:40](B(O)O)[CH:39]=[CH:38][C:37]=1[S:45]([NH2:48])(=[O:47])=[O:46].[C:49]([O-])([O-])=O.[Na+].[Na+]. Product: [NH2:1][C:2]1[C:3]([C:9]([NH:11][C:12]2[CH:34]=[CH:33][CH:32]=[CH:31][C:13]=2[O:14][CH2:15][CH2:16][O:17][CH2:18][CH2:19][N:20]([CH2:28][CH2:29][OH:30])[C:21](=[O:27])[O:22][C:23]([CH3:26])([CH3:25])[CH3:24])=[O:10])=[N:4][C:5]([C:40]2[CH:39]=[CH:38][C:37]([S:45](=[O:47])(=[O:46])[NH:48][CH3:49])=[CH:36][CH:41]=2)=[CH:6][N:7]=1. The catalyst class is: 455. (2) Reactant: [Cl:1][C:2]1[CH:3]=[C:4]([CH:8]=[C:9]([Cl:28])[C:10]=1[C:11]([C:13]1[C:21]2[C:16](=[C:17]([NH:22][C:23]([CH:25]3[CH2:27][CH2:26]3)=[O:24])[N:18]=[CH:19][CH:20]=2)[NH:15][CH:14]=1)=[O:12])[C:5]([OH:7])=O.C(N=C=NCCCN(C)C)C.ON1C2C=CC=CC=2N=N1.[NH2:50][CH2:51][CH:52]([OH:55])[CH2:53][OH:54].C(=O)(O)[O-].[Na+]. Product: [Cl:1][C:2]1[CH:3]=[C:4]([CH:8]=[C:9]([Cl:28])[C:10]=1[C:11]([C:13]1[C:21]2[C:16](=[C:17]([NH:22][C:23]([CH:25]3[CH2:26][CH2:27]3)=[O:24])[N:18]=[CH:19][CH:20]=2)[NH:15][CH:14]=1)=[O:12])[C:5]([NH:50][CH2:51][CH:52]([OH:55])[CH2:53][OH:54])=[O:7]. The catalyst class is: 9. (3) Reactant: [CH:1]1([NH:4][C:5](=[O:38])[NH:6][C:7]2[CH:36]=[CH:35][C:10]([O:11][C:12]3[CH:17]=[CH:16][N:15]=[C:14]4[CH:18]=[C:19]([C:21]5[CH2:26][CH2:25][N:24]([C:27](=[O:34])[CH2:28][CH2:29][C:30]([O:32]C)=[O:31])[CH2:23][CH:22]=5)[S:20][C:13]=34)=[C:9]([F:37])[CH:8]=2)[CH2:3][CH2:2]1.[OH-].[Na+]. Product: [CH:1]1([NH:4][C:5](=[O:38])[NH:6][C:7]2[CH:36]=[CH:35][C:10]([O:11][C:12]3[CH:17]=[CH:16][N:15]=[C:14]4[CH:18]=[C:19]([C:21]5[CH2:26][CH2:25][N:24]([C:27](=[O:34])[CH2:28][CH2:29][C:30]([OH:32])=[O:31])[CH2:23][CH:22]=5)[S:20][C:13]=34)=[C:9]([F:37])[CH:8]=2)[CH2:3][CH2:2]1. The catalyst class is: 36. (4) Reactant: [NH2:1][C:2]1[C:10]2[C:5](=[CH:6][CH:7]=[C:8]([NH:11][S:12]([C:15]3[CH:20]=[CH:19][CH:18]=[CH:17][C:16]=3[S:21]([CH3:24])(=[O:23])=[O:22])(=[O:14])=[O:13])[CH:9]=2)[NH:4][N:3]=1.[C:25](Cl)(=[O:27])[CH3:26]. Product: [CH3:24][S:21]([C:16]1[CH:17]=[CH:18][CH:19]=[CH:20][C:15]=1[S:12]([NH:11][C:8]1[CH:9]=[C:10]2[C:5](=[CH:6][CH:7]=1)[NH:4][N:3]=[C:2]2[NH:1][C:25](=[O:27])[CH3:26])(=[O:13])=[O:14])(=[O:23])=[O:22]. The catalyst class is: 17. (5) Product: [CH3:17][Si:18]([CH3:20])([CH3:19])[O:3][C:4]1[CH2:5][CH2:6][N:7]([C:10]([O:12][C:13]([CH3:16])([CH3:15])[CH3:14])=[O:11])[CH2:8][CH:9]=1. Reactant: N#N.[O:3]=[C:4]1[CH2:9][CH2:8][N:7]([C:10]([O:12][C:13]([CH3:16])([CH3:15])[CH3:14])=[O:11])[CH2:6][CH2:5]1.[CH3:17][Si:18](Cl)([CH3:20])[CH3:19].CCN(CC)CC. The catalyst class is: 3. (6) Reactant: C[Si](I)(C)C.C1(C[O:13][C:14]2[CH:15]=[C:16]([C:20]3[CH:28]=[C:27]4[C:23]([C:24]([NH:29][C:30](=[O:34])[CH2:31][CH2:32][CH3:33])=[N:25][NH:26]4)=[CH:22][CH:21]=3)[CH:17]=[CH:18][CH:19]=2)C=CC=CC=1. Product: [OH:13][C:14]1[CH:15]=[C:16]([C:20]2[CH:28]=[C:27]3[C:23]([C:24]([NH:29][C:30](=[O:34])[CH2:31][CH2:32][CH3:33])=[N:25][NH:26]3)=[CH:22][CH:21]=2)[CH:17]=[CH:18][CH:19]=1. The catalyst class is: 5.